Dataset: Catalyst prediction with 721,799 reactions and 888 catalyst types from USPTO. Task: Predict which catalyst facilitates the given reaction. (1) Reactant: [C:1]12[C:7](=[CH:8][CH:9]=[CH:10][CH:11]=1)[NH:6]C(=O)[O:4][C:2]2=O.[CH:13]([C:17]1[CH:23]=[CH:22][C:20]([NH2:21])=[CH:19][CH:18]=1)([CH2:15][CH3:16])[CH3:14]. Product: [NH2:6][C:7]1[CH:8]=[CH:9][CH:10]=[CH:11][C:1]=1[C:2]([NH:21][C:20]1[CH:22]=[CH:23][C:17]([CH:13]([CH2:15][CH3:16])[CH3:14])=[CH:18][CH:19]=1)=[O:4]. The catalyst class is: 9. (2) Reactant: [OH:1][C:2]1[CH:3]=[CH:4][C:5]2[N:27]([CH:28]=1)[C:8]1[N:9]([C:18]3[CH:23]=[CH:22][C:21]([N+:24]([O-:26])=[O:25])=[CH:20][CH:19]=3)[C:10](=[O:17])[C:11]3[C:16]([C:7]=1[N:6]=2)=[CH:15][CH:14]=[CH:13][CH:12]=3.[C:29]([O:32][CH2:33][CH2:34]Br)(=[O:31])[CH3:30].C([O-])([O-])=O.[K+].[K+].O. Product: [N+:24]([C:21]1[CH:22]=[CH:23][C:18]([N:9]2[C:8]3[N:27]4[CH:28]=[C:2]([O:1][CH2:34][CH2:33][O:32][C:29](=[O:31])[CH3:30])[CH:3]=[CH:4][C:5]4=[N:6][C:7]=3[C:16]3[C:11](=[CH:12][CH:13]=[CH:14][CH:15]=3)[C:10]2=[O:17])=[CH:19][CH:20]=1)([O-:26])=[O:25]. The catalyst class is: 3. (3) Reactant: [F:1][C:2]1[CH:3]=[C:4]([CH:6]=[C:7]([B:9]2[O:13][C:12]([CH3:15])([CH3:14])[C:11]([CH3:17])([CH3:16])[O:10]2)[CH:8]=1)[NH2:5].Cl[C:19]1[N:24]=[C:23]([C:25]([F:28])([F:27])[F:26])[CH:22]=[CH:21][N:20]=1.O1CCOCC1.CS(O)(=O)=O. Product: [F:1][C:2]1[CH:3]=[C:4]([NH:5][C:19]2[N:24]=[C:23]([C:25]([F:28])([F:27])[F:26])[CH:22]=[CH:21][N:20]=2)[CH:6]=[C:7]([B:9]2[O:13][C:12]([CH3:15])([CH3:14])[C:11]([CH3:17])([CH3:16])[O:10]2)[CH:8]=1. The catalyst class is: 13. (4) Reactant: Br[C:2]1[CH:24]=[CH:23][C:5]2[C:6]3[N:10]([CH2:11][CH2:12][O:13][C:4]=2[CH:3]=1)[CH:9]=[C:8]([C:14]1[N:18]([CH:19]([CH3:21])[CH3:20])[N:17]=[C:16]([NH2:22])[N:15]=1)[N:7]=3.C(=O)([O-])[O-].[K+].[K+].C(#N)C.O.CC1(C)C(C)(C)OB([C:43]2[CH:44]=[N:45][N:46]([CH2:48][CH2:49][O:50]C(=O)C)[CH:47]=2)O1. Product: [NH2:22][C:16]1[N:15]=[C:14]([C:8]2[N:7]=[C:6]3[C:5]4[CH:23]=[CH:24][C:2]([C:43]5[CH:44]=[N:45][N:46]([CH2:48][CH2:49][OH:50])[CH:47]=5)=[CH:3][C:4]=4[O:13][CH2:12][CH2:11][N:10]3[CH:9]=2)[N:18]([CH:19]([CH3:21])[CH3:20])[N:17]=1. The catalyst class is: 532.